Dataset: Rat liver microsome stability data. Task: Regression/Classification. Given a drug SMILES string, predict its absorption, distribution, metabolism, or excretion properties. Task type varies by dataset: regression for continuous measurements (e.g., permeability, clearance, half-life) or binary classification for categorical outcomes (e.g., BBB penetration, CYP inhibition). Dataset: rlm. (1) The compound is O=C1Nc2ccc(C(=O)c3ccco3)cc2C1=Cc1cc(Cl)c(O)c(Cl)c1. The result is 1 (stable in rat liver microsomes). (2) The molecule is C[C@H]1C[C@H](C(=O)O)CC[C@H]1C(=O)N1CC[C@@]2(S(=O)(=O)c3ccc(F)cc3)c3ccc(C(F)(C(F)(F)F)C(F)(F)F)cc3CC[C@@H]12. The result is 0 (unstable in rat liver microsomes). (3) The molecule is O=C(N[C@H](c1ccccc1)C1CC1)c1ccc2n[nH]c(-c3ccc(N4[C@H]5CC[C@H]4CC(O)C5)cc3)c2c1. The result is 0 (unstable in rat liver microsomes).